Task: Predict the reaction yield, written as a fraction of the theoretical maximum amount of product (1.0 means a 100% yield; for example, 0.34 means a 34% yield).. Dataset: Reaction yield outcomes from USPTO patents with 853,638 reactions (1) The reactants are [OH:1][C:2]1[CH:10]=[CH:9][C:5]([C:6](Cl)=[O:7])=[CH:4][N:3]=1.Cl.[CH3:12][NH:13][O:14][CH3:15].C(O)C.N1C=CC=CC=1. The catalyst is [Cl-].[Na+].O. The product is [OH:1][C:2]1[CH:10]=[CH:9][C:5]([C:6]([N:13]([O:14][CH3:15])[CH3:12])=[O:7])=[CH:4][N:3]=1. The yield is 0.670. (2) The reactants are O[CH2:2][C:3]1[CH:12]=[N:11][C:10]2[N:9]3[CH2:13][CH2:14][S:15][CH2:16][CH:8]3[C:7](=[O:17])[NH:6][C:5]=2[CH:4]=1.[I-].C(C[P+](C)(C)C)#N.C(N(C(C)C)C(C)C)C.Cl.[Cl:36][C:37]1[CH:42]=[CH:41][C:40]([CH:43]2[CH2:48][CH2:47][NH:46][CH2:45][CH2:44]2)=[CH:39][CH:38]=1. The catalyst is C(#N)CC.O. The product is [Cl:36][C:37]1[CH:42]=[CH:41][C:40]([CH:43]2[CH2:44][CH2:45][N:46]([CH2:2][C:3]3[CH:12]=[N:11][C:10]4[N:9]5[CH2:13][CH2:14][S:15][CH2:16][CH:8]5[C:7](=[O:17])[NH:6][C:5]=4[CH:4]=3)[CH2:47][CH2:48]2)=[CH:39][CH:38]=1. The yield is 0.560.